From a dataset of NCI-60 drug combinations with 297,098 pairs across 59 cell lines. Regression. Given two drug SMILES strings and cell line genomic features, predict the synergy score measuring deviation from expected non-interaction effect. (1) Drug 1: CS(=O)(=O)C1=CC(=C(C=C1)C(=O)NC2=CC(=C(C=C2)Cl)C3=CC=CC=N3)Cl. Drug 2: COC1=CC(=CC(=C1O)OC)C2C3C(COC3=O)C(C4=CC5=C(C=C24)OCO5)OC6C(C(C7C(O6)COC(O7)C8=CC=CS8)O)O. Cell line: SNB-75. Synergy scores: CSS=31.6, Synergy_ZIP=-7.09, Synergy_Bliss=2.80, Synergy_Loewe=-21.9, Synergy_HSA=0.968. (2) Drug 1: CC1OCC2C(O1)C(C(C(O2)OC3C4COC(=O)C4C(C5=CC6=C(C=C35)OCO6)C7=CC(=C(C(=C7)OC)O)OC)O)O. Drug 2: CCC1(CC2CC(C3=C(CCN(C2)C1)C4=CC=CC=C4N3)(C5=C(C=C6C(=C5)C78CCN9C7C(C=CC9)(C(C(C8N6C=O)(C(=O)OC)O)OC(=O)C)CC)OC)C(=O)OC)O.OS(=O)(=O)O. Cell line: COLO 205. Synergy scores: CSS=16.7, Synergy_ZIP=2.08, Synergy_Bliss=4.85, Synergy_Loewe=-13.4, Synergy_HSA=3.80. (3) Drug 1: CC1C(C(CC(O1)OC2CC(CC3=C2C(=C4C(=C3O)C(=O)C5=C(C4=O)C(=CC=C5)OC)O)(C(=O)CO)O)N)O.Cl. Drug 2: C1CN(P(=O)(OC1)NCCCl)CCCl. Cell line: MDA-MB-435. Synergy scores: CSS=-2.64, Synergy_ZIP=0.116, Synergy_Bliss=-1.31, Synergy_Loewe=-3.09, Synergy_HSA=-3.45. (4) Drug 1: C1=CC(=CC=C1CCC2=CNC3=C2C(=O)NC(=N3)N)C(=O)NC(CCC(=O)O)C(=O)O. Drug 2: CC1CCCC2(C(O2)CC(NC(=O)CC(C(C(=O)C(C1O)C)(C)C)O)C(=CC3=CSC(=N3)C)C)C. Cell line: LOX IMVI. Synergy scores: CSS=45.6, Synergy_ZIP=3.57, Synergy_Bliss=1.54, Synergy_Loewe=1.22, Synergy_HSA=1.55. (5) Drug 1: CS(=O)(=O)C1=CC(=C(C=C1)C(=O)NC2=CC(=C(C=C2)Cl)C3=CC=CC=N3)Cl. Drug 2: COC1=CC(=CC(=C1O)OC)C2C3C(COC3=O)C(C4=CC5=C(C=C24)OCO5)OC6C(C(C7C(O6)COC(O7)C8=CC=CS8)O)O. Cell line: HS 578T. Synergy scores: CSS=32.8, Synergy_ZIP=5.84, Synergy_Bliss=8.40, Synergy_Loewe=-13.5, Synergy_HSA=2.98. (6) Drug 1: C1=CC=C(C=C1)NC(=O)CCCCCCC(=O)NO. Drug 2: CC(C)NC(=O)C1=CC=C(C=C1)CNNC.Cl. Cell line: A498. Synergy scores: CSS=5.75, Synergy_ZIP=-1.43, Synergy_Bliss=0.704, Synergy_Loewe=-2.74, Synergy_HSA=-2.68. (7) Drug 1: COC1=CC(=CC(=C1O)OC)C2C3C(COC3=O)C(C4=CC5=C(C=C24)OCO5)OC6C(C(C7C(O6)COC(O7)C8=CC=CS8)O)O. Drug 2: CC(C1=C(C=CC(=C1Cl)F)Cl)OC2=C(N=CC(=C2)C3=CN(N=C3)C4CCNCC4)N. Cell line: MDA-MB-231. Synergy scores: CSS=29.3, Synergy_ZIP=-10.1, Synergy_Bliss=-7.22, Synergy_Loewe=-13.2, Synergy_HSA=-4.93. (8) Cell line: HL-60(TB). Synergy scores: CSS=52.9, Synergy_ZIP=-1.98, Synergy_Bliss=-5.23, Synergy_Loewe=-6.77, Synergy_HSA=-4.23. Drug 1: CN(CC1=CN=C2C(=N1)C(=NC(=N2)N)N)C3=CC=C(C=C3)C(=O)NC(CCC(=O)O)C(=O)O. Drug 2: CCC1(CC2CC(C3=C(CCN(C2)C1)C4=CC=CC=C4N3)(C5=C(C=C6C(=C5)C78CCN9C7C(C=CC9)(C(C(C8N6C=O)(C(=O)OC)O)OC(=O)C)CC)OC)C(=O)OC)O.OS(=O)(=O)O. (9) Drug 1: CN1CCC(CC1)COC2=C(C=C3C(=C2)N=CN=C3NC4=C(C=C(C=C4)Br)F)OC. Drug 2: CC=C1C(=O)NC(C(=O)OC2CC(=O)NC(C(=O)NC(CSSCCC=C2)C(=O)N1)C(C)C)C(C)C. Cell line: LOX IMVI. Synergy scores: CSS=8.04, Synergy_ZIP=-2.91, Synergy_Bliss=-6.86, Synergy_Loewe=-37.0, Synergy_HSA=-5.30. (10) Drug 1: CCC1=CC2CC(C3=C(CN(C2)C1)C4=CC=CC=C4N3)(C5=C(C=C6C(=C5)C78CCN9C7C(C=CC9)(C(C(C8N6C)(C(=O)OC)O)OC(=O)C)CC)OC)C(=O)OC.C(C(C(=O)O)O)(C(=O)O)O. Drug 2: C1CN(CCN1C(=O)CCBr)C(=O)CCBr. Cell line: DU-145. Synergy scores: CSS=30.7, Synergy_ZIP=-3.02, Synergy_Bliss=0.924, Synergy_Loewe=-5.95, Synergy_HSA=1.71.